This data is from Reaction yield outcomes from USPTO patents with 853,638 reactions. The task is: Predict the reaction yield, written as a fraction of the theoretical maximum amount of product (1.0 means a 100% yield; for example, 0.34 means a 34% yield). (1) The reactants are [NH2:1][C:2]1[C:3]2[N:4]([C:8]([C@H:30]3[CH2:35][N:34](C(OCC4C=CC=CC=4)=O)[C@H:33]([CH2:46][O:47]C)[CH2:32][CH2:31]3)=[N:9][C:10]=2[C:11]2[CH:16]=[CH:15][C:14]([C:17](=[O:29])[NH:18][C:19]3[CH:24]=[C:23]([C:25]([F:28])([F:27])[F:26])[CH:22]=[CH:21][N:20]=3)=[CH:13][CH:12]=2)[CH:5]=[CH:6][N:7]=1.B(Br)(Br)Br. The catalyst is ClCCl. The product is [NH2:1][C:2]1[C:3]2[N:4]([C:8]([C@@H:30]3[CH2:31][CH2:32][C@@H:33]([CH2:46][OH:47])[NH:34][CH2:35]3)=[N:9][C:10]=2[C:11]2[CH:16]=[CH:15][C:14]([C:17]([NH:18][C:19]3[CH:24]=[C:23]([C:25]([F:27])([F:26])[F:28])[CH:22]=[CH:21][N:20]=3)=[O:29])=[CH:13][CH:12]=2)[CH:5]=[CH:6][N:7]=1. The yield is 0.930. (2) The reactants are [F:1][C:2]1[CH:7]=[CH:6][CH:5]=[C:4]([F:8])[C:3]=1[S:9](Cl)(=[O:11])=[O:10].[CH3:13][N:14]1[CH2:19][CH2:18][CH:17]([C:20]2[C:28]3[C:23](=[CH:24][CH:25]=[C:26]([OH:29])[CH:27]=3)[NH:22][CH:21]=2)[CH2:16][CH2:15]1.[OH-].[Na+]. No catalyst specified. The product is [CH3:13][N:14]1[CH2:19][CH2:18][CH:17]([C:20]2[C:28]3[C:23](=[CH:24][CH:25]=[C:26]([O:29][S:9]([C:3]4[C:4]([F:8])=[CH:5][CH:6]=[CH:7][C:2]=4[F:1])(=[O:11])=[O:10])[CH:27]=3)[NH:22][CH:21]=2)[CH2:16][CH2:15]1. The yield is 0.980. (3) The reactants are [NH2:1][C@H:2]1[CH2:7][CH2:6][C@H:5]([OH:8])[CH2:4][CH2:3]1.C(=O)([O-])[O-].[Cs+].[Cs+].[CH2:15](Br)[C:16]1[CH:21]=[CH:20][CH:19]=[CH:18][CH:17]=1. The catalyst is C(#N)C. The product is [CH2:15]([N:1]([CH2:15][C:16]1[CH:21]=[CH:20][CH:19]=[CH:18][CH:17]=1)[C@H:2]1[CH2:7][CH2:6][C@H:5]([OH:8])[CH2:4][CH2:3]1)[C:16]1[CH:21]=[CH:20][CH:19]=[CH:18][CH:17]=1. The yield is 0.850. (4) The product is [Cl:56][C:57]1[CH:58]=[C:59]([CH:62]=[CH:63][CH:64]=1)[CH2:60][NH:61][C:42]([CH2:41][N:27]([C:28]1[CH:29]=[CH:30][C:31]([O:34][C:35]2[CH:36]=[CH:37][CH:38]=[CH:39][CH:40]=2)=[CH:32][CH:33]=1)[CH2:26][C:25]([N:22]1[CH2:23][CH2:24][C@H:20]([NH:19][C:17](=[O:18])[O:16][C:12]([CH3:15])([CH3:13])[CH3:14])[CH2:21]1)=[O:45])=[O:44]. The yield is 0.710. The reactants are C(N=C=NCCCN(C)C)C.[C:12]([O:16][C:17]([NH:19][C@H:20]1[CH2:24][CH2:23][N:22]([C:25](=[O:45])[CH2:26][N:27]([CH2:41][C:42]([OH:44])=O)[C:28]2[CH:33]=[CH:32][C:31]([O:34][C:35]3[CH:40]=[CH:39][CH:38]=[CH:37][CH:36]=3)=[CH:30][CH:29]=2)[CH2:21]1)=[O:18])([CH3:15])([CH3:14])[CH3:13].ON1C2N=CC=CC=2N=N1.[Cl:56][C:57]1[CH:58]=[C:59]([CH:62]=[CH:63][CH:64]=1)[CH2:60][NH2:61].CN1CCOCC1. The catalyst is CN(C=O)C.C(OCC)(=O)C. (5) The reactants are [N:1]([CH2:4][CH2:5][CH2:6][C:7]1([C:20]2[CH:25]=[CH:24][CH:23]=[CH:22][CH:21]=2)[NH:11][N:10]=[C:9]([C:12]2[CH:17]=[C:16]([F:18])[CH:15]=[CH:14][C:13]=2[F:19])[S:8]1)=[N+:2]=[N-:3].C(N(CC)CC)C.[C:33](Cl)(=[O:38])[C:34]([CH3:37])([CH3:36])[CH3:35]. The catalyst is C(Cl)Cl. The product is [N:1]([CH2:4][CH2:5][CH2:6][C:7]1([C:20]2[CH:25]=[CH:24][CH:23]=[CH:22][CH:21]=2)[N:11]([C:33](=[O:38])[C:34]([CH3:37])([CH3:36])[CH3:35])[N:10]=[C:9]([C:12]2[CH:17]=[C:16]([F:18])[CH:15]=[CH:14][C:13]=2[F:19])[S:8]1)=[N+:2]=[N-:3]. The yield is 0.810.